This data is from Full USPTO retrosynthesis dataset with 1.9M reactions from patents (1976-2016). The task is: Predict the reactants needed to synthesize the given product. (1) The reactants are: [F:1][C:2]1[C:3]([N:20]([C:28]2[CH:33]=[CH:32][CH:31]=[C:30]([N:34]([OH:39])[C:35](=[O:38])[CH:36]=[CH2:37])[CH:29]=2)C(=O)OC(C)(C)C)=[N:4][C:5]([NH:8][C:9]2[CH:14]=[CH:13][C:12]([O:15][CH2:16][CH2:17][O:18][CH3:19])=[CH:11][CH:10]=2)=[N:6][CH:7]=1.FC(F)(F)C(O)=O.CCCCCC.C(OCC)(=O)C. Given the product [F:1][C:2]1[C:3]([NH:20][C:28]2[CH:29]=[C:30]([N:34]([OH:39])[C:35](=[O:38])[CH:36]=[CH2:37])[CH:31]=[CH:32][CH:33]=2)=[N:4][C:5]([NH:8][C:9]2[CH:10]=[CH:11][C:12]([O:15][CH2:16][CH2:17][O:18][CH3:19])=[CH:13][CH:14]=2)=[N:6][CH:7]=1, predict the reactants needed to synthesize it. (2) The reactants are: [C:1]([O:5][C:6]([NH:8][C@H:9]([C:14]([OH:16])=[O:15])[CH2:10][CH:11]([CH3:13])[CH3:12])=[O:7])([CH3:4])([CH3:3])[CH3:2].[CH:17]1(O)[CH2:21][CH2:20][CH2:19][CH2:18]1.C(Cl)CCl. Given the product [C:1]([O:5][C:6]([NH:8][C@H:9]([C:14]([O:16][CH:17]1[CH2:21][CH2:20][CH2:19][CH2:18]1)=[O:15])[CH2:10][CH:11]([CH3:12])[CH3:13])=[O:7])([CH3:3])([CH3:2])[CH3:4], predict the reactants needed to synthesize it. (3) Given the product [CH3:6][C:7]1[C:8]([S:13][C:14]2[CH:15]=[C:16]([O:22][C:23]3[C:24]([CH3:29])=[N:25][CH:26]=[CH:27][CH:28]=3)[C:17]([C:20]([NH2:21])=[O:30])=[N:18][CH:19]=2)=[N:9][CH:10]=[CH:11][CH:12]=1, predict the reactants needed to synthesize it. The reactants are: S(=O)(=O)(O)O.[CH3:6][C:7]1[C:8]([S:13][C:14]2[CH:15]=[C:16]([O:22][C:23]3[C:24]([CH3:29])=[N:25][CH:26]=[CH:27][CH:28]=3)[C:17]([C:20]#[N:21])=[N:18][CH:19]=2)=[N:9][CH:10]=[CH:11][CH:12]=1.[OH-:30].[Na+].